Dataset: HIV replication inhibition screening data with 41,000+ compounds from the AIDS Antiviral Screen. Task: Binary Classification. Given a drug SMILES string, predict its activity (active/inactive) in a high-throughput screening assay against a specified biological target. (1) The compound is CCOC(=O)C1C(c2ccc(OC)cc2)c2c(nn(-c3ccccc3)c2O)CC1(O)OCC. The result is 0 (inactive). (2) The drug is COc1ccc(-c2nc(-c3cnccn3)n(CC=Cc3ccccc3)n2)cc1. The result is 1 (active). (3) The drug is CCOC(=O)C1=NN(c2ccccc2)C(=O)C1=CN1CCNC1=S. The result is 0 (inactive). (4) The molecule is CN(C)CCNC(=O)c1cnn(C)c1[N+](=O)[O-].Cl. The result is 0 (inactive). (5) The drug is O=C(O)CCC1CCc2cccc(O)c2C1=O. The result is 0 (inactive).